This data is from NCI-60 drug combinations with 297,098 pairs across 59 cell lines. The task is: Regression. Given two drug SMILES strings and cell line genomic features, predict the synergy score measuring deviation from expected non-interaction effect. Drug 1: C1=CC(=C2C(=C1NCCNCCO)C(=O)C3=C(C=CC(=C3C2=O)O)O)NCCNCCO. Drug 2: CCC1(CC2CC(C3=C(CCN(C2)C1)C4=CC=CC=C4N3)(C5=C(C=C6C(=C5)C78CCN9C7C(C=CC9)(C(C(C8N6C)(C(=O)OC)O)OC(=O)C)CC)OC)C(=O)OC)O.OS(=O)(=O)O. Cell line: T-47D. Synergy scores: CSS=43.1, Synergy_ZIP=-2.14, Synergy_Bliss=-1.06, Synergy_Loewe=1.73, Synergy_HSA=2.40.